Dataset: Tox21: 12 toxicity assays (nuclear receptors and stress response pathways). Task: Binary classification across 12 toxicity assays. (1) The drug is O=c1c(O)c(-c2ccc(O)cc2)oc2cc(O)cc(O)c12. It tested positive (active) for: NR-AhR (Aryl hydrocarbon Receptor agonist activity), NR-Aromatase (Aromatase enzyme inhibition), NR-ER (Estrogen Receptor agonist activity), NR-ER-LBD (Estrogen Receptor Ligand Binding Domain agonist), and SR-MMP (Mitochondrial Membrane Potential disruption). (2) The compound is C[C@H]1CCC[C@H](O)CCCCCc2cc(O)cc(O)c2C(=O)O1. It tested positive (active) for: NR-ER (Estrogen Receptor agonist activity), NR-ER-LBD (Estrogen Receptor Ligand Binding Domain agonist), SR-HSE (Heat Shock Element response), and SR-MMP (Mitochondrial Membrane Potential disruption). (3) The molecule is C=C[Si](OC(C)=O)(OC(C)=O)OC(C)=O. It tested positive (active) for: SR-HSE (Heat Shock Element response). (4) The drug is CCC(C)(C)c1ccc(CC(C)CN2C[C@H](C)O[C@H](C)C2)cc1. It tested positive (active) for: SR-MMP (Mitochondrial Membrane Potential disruption). (5) The compound is N#Cc1nc(Cl)c(Cl)c(Cl)c1Cl. It tested positive (active) for: NR-ER-LBD (Estrogen Receptor Ligand Binding Domain agonist), SR-ATAD5 (ATAD5 genotoxicity (DNA damage)), and SR-p53 (p53 tumor suppressor activation). (6) The drug is CCCCCCCCCCCCCCCC[N+](C)(C)CC. It tested positive (active) for: NR-Aromatase (Aromatase enzyme inhibition), SR-ARE (Antioxidant Response Element (oxidative stress)), and SR-MMP (Mitochondrial Membrane Potential disruption). (7) The molecule is c1ccc2c(c1)OCC(C1=NCCN1)O2. It tested positive (active) for: SR-ARE (Antioxidant Response Element (oxidative stress)), SR-HSE (Heat Shock Element response), and SR-MMP (Mitochondrial Membrane Potential disruption).